This data is from NCI-60 drug combinations with 297,098 pairs across 59 cell lines. The task is: Regression. Given two drug SMILES strings and cell line genomic features, predict the synergy score measuring deviation from expected non-interaction effect. (1) Drug 1: CC1=C2C(C(=O)C3(C(CC4C(C3C(C(C2(C)C)(CC1OC(=O)C(C(C5=CC=CC=C5)NC(=O)OC(C)(C)C)O)O)OC(=O)C6=CC=CC=C6)(CO4)OC(=O)C)OC)C)OC. Drug 2: N.N.Cl[Pt+2]Cl. Cell line: A549. Synergy scores: CSS=69.3, Synergy_ZIP=17.8, Synergy_Bliss=17.6, Synergy_Loewe=-10.4, Synergy_HSA=17.0. (2) Drug 1: CNC(=O)C1=NC=CC(=C1)OC2=CC=C(C=C2)NC(=O)NC3=CC(=C(C=C3)Cl)C(F)(F)F. Drug 2: C1=NC2=C(N1)C(=S)N=CN2. Cell line: OVCAR-4. Synergy scores: CSS=36.5, Synergy_ZIP=-1.54, Synergy_Bliss=-0.605, Synergy_Loewe=-36.1, Synergy_HSA=0.249. (3) Drug 1: C1=NC(=NC(=O)N1C2C(C(C(O2)CO)O)O)N. Drug 2: CNC(=O)C1=NC=CC(=C1)OC2=CC=C(C=C2)NC(=O)NC3=CC(=C(C=C3)Cl)C(F)(F)F. Cell line: LOX IMVI. Synergy scores: CSS=44.9, Synergy_ZIP=-2.23, Synergy_Bliss=-2.47, Synergy_Loewe=-37.1, Synergy_HSA=-1.05.